Task: Predict the product of the given reaction.. Dataset: Forward reaction prediction with 1.9M reactions from USPTO patents (1976-2016) (1) Given the reactants Br[C:2]1[CH:7]=[C:6]([Cl:8])[C:5]([C:9]([C:11]2[C:19]3[C:14](=[CH:15][N:16]=[CH:17][CH:18]=3)[NH:13][CH:12]=2)=[O:10])=[C:4]([Cl:20])[CH:3]=1.C(OC([N:28]1[C:32]([CH3:33])=[C:31](B(O)O)[C:30]([CH3:37])=[N:29]1)=O)(C)(C)C.C(=O)([O-])[O-].[K+].[K+], predict the reaction product. The product is: [Cl:8][C:6]1[CH:7]=[C:2]([C:31]2[C:32]([CH3:33])=[N:28][NH:29][C:30]=2[CH3:37])[CH:3]=[C:4]([Cl:20])[C:5]=1[C:9]([C:11]1[C:19]2[C:14](=[CH:15][N:16]=[CH:17][CH:18]=2)[NH:13][CH:12]=1)=[O:10]. (2) Given the reactants Br[C:2]1[CH:16]=[CH:15][C:5]([CH2:6][NH:7][C:8](=[O:14])[O:9][C:10]([CH3:13])([CH3:12])[CH3:11])=[CH:4][CH:3]=1.Br[C:18]1[C:19]2[C:20]3[CH:33]=[CH:32][S:31][C:21]=3[C:22](=[O:30])[NH:23][C:24]=2[CH:25]=[CH:26][C:27]=1[O:28][CH3:29], predict the reaction product. The product is: [CH3:29][O:28][C:27]1[CH:26]=[CH:25][C:24]2[NH:23][C:22](=[O:30])[C:21]3[S:31][CH:32]=[CH:33][C:20]=3[C:19]=2[C:18]=1[C:2]1[CH:16]=[CH:15][C:5]([CH2:6][NH:7][C:8](=[O:14])[O:9][C:10]([CH3:13])([CH3:12])[CH3:11])=[CH:4][CH:3]=1. (3) Given the reactants [Br:1][C:2]1[CH:7]=[CH:6][C:5]([OH:8])=[CH:4][N:3]=1.Br[CH:10]1[CH2:13][CH2:12][CH2:11]1.C(=O)([O-])[O-].[K+].[K+], predict the reaction product. The product is: [Br:1][C:2]1[CH:7]=[CH:6][C:5]([O:8][CH:10]2[CH2:13][CH2:12][CH2:11]2)=[CH:4][N:3]=1. (4) Given the reactants [CH3:1][O:2][C:3]1[CH:12]=[C:11]2[C:6]([CH2:7][CH2:8][CH2:9][C:10]2=O)=[CH:5][CH:4]=1.C1C=CC=CC=1.C[Si]([C:24]#[N:25])(C)C.P(Cl)(Cl)(Cl)=O, predict the reaction product. The product is: [CH3:1][O:2][C:3]1[CH:12]=[C:11]2[C:6]([CH2:7][CH2:8][CH:9]=[C:10]2[C:24]#[N:25])=[CH:5][CH:4]=1. (5) Given the reactants Cl[CH2:2][CH2:3][CH2:4][N:5]1[CH2:9][CH:8]2[CH2:10][CH2:11][O:12][C:13](=[O:14])[CH:7]2[CH2:6]1.C([O-])([O-])=O.[K+].[K+].[Cl:21][C:22]1[CH:23]=[C:24]([NH:29][C:30]2[C:39]3[C:34](=[CH:35][C:36]([O:41][CH3:42])=[C:37]([OH:40])[CH:38]=3)[N:33]=[CH:32][N:31]=2)[CH:25]=[CH:26][C:27]=1[F:28].C(Cl)Cl, predict the reaction product. The product is: [Cl:21][C:22]1[CH:23]=[C:24]([NH:29][C:30]2[C:39]3[C:34](=[CH:35][C:36]([O:41][CH3:42])=[C:37]([O:40][CH2:2][CH2:3][CH2:4][N:5]4[CH2:9][CH:8]5[CH2:10][CH2:11][O:12][C:13](=[O:14])[CH:7]5[CH2:6]4)[CH:38]=3)[N:33]=[CH:32][N:31]=2)[CH:25]=[CH:26][C:27]=1[F:28]. (6) Given the reactants [N:1]1[C:10]2[C:5](=[CH:6][CH:7]=[CH:8][CH:9]=2)[N:4]=[CH:3][C:2]=1[C:11](Cl)=[O:12].[CH3:14][C:15]([NH2:24])([CH2:17][C:18]1[CH:19]=[CH:20][CH:21]=[CH:22][CH:23]=1)[CH3:16], predict the reaction product. The product is: [CH3:16][C:15]([NH:24][C:11]([C:2]1[CH:3]=[N:4][C:5]2[C:10](=[CH:9][CH:8]=[CH:7][CH:6]=2)[N:1]=1)=[O:12])([CH3:14])[CH2:17][C:18]1[CH:19]=[CH:20][CH:21]=[CH:22][CH:23]=1.